Dataset: Forward reaction prediction with 1.9M reactions from USPTO patents (1976-2016). Task: Predict the product of the given reaction. (1) Given the reactants [OH:1][N:2]=[CH:3][C:4]1[N:9]=[C:8]([CH3:10])[N:7]=[C:6]([C:11]([NH:13][CH2:14][C:15]2[CH:20]=[CH:19][C:18]([O:21][CH3:22])=[CH:17][CH:16]=2)=[O:12])[CH:5]=1.[CH2:23]=[CH:24][C:25]1[CH:30]=[CH:29][CH:28]=[CH:27][CH:26]=1.Cl[O-].[Na+], predict the reaction product. The product is: [CH3:22][O:21][C:18]1[CH:17]=[CH:16][C:15]([CH2:14][NH:13][C:11]([C:6]2[CH:5]=[C:4]([C:3]3[CH2:23][CH:24]([C:25]4[CH:30]=[CH:29][CH:28]=[CH:27][CH:26]=4)[O:1][N:2]=3)[N:9]=[C:8]([CH3:10])[N:7]=2)=[O:12])=[CH:20][CH:19]=1. (2) Given the reactants [CH3:1][C@H:2]1[NH:7][C@@H:6](C)[CH2:5][N:4]([CH2:9][C:10]2[S:18][C:17]3[C:16]([N:19]4[CH2:24][CH2:23][O:22][CH2:21][CH2:20]4)=[N:15][C:14]([C:25]4[CH:33]=[C:32]([F:34])[CH:31]=[C:30]5[C:26]=4[CH:27]=[CH:28][NH:29]5)=[N:13][C:12]=3[CH:11]=2)[CH2:3]1.C(OC(N1CCNCC1C)=O)(C)(C)C.C(O)(C(F)(F)F)=O.C(Cl)Cl, predict the reaction product. The product is: [F:34][C:32]1[CH:31]=[C:30]2[C:26]([CH:27]=[CH:28][NH:29]2)=[C:25]([C:14]2[N:15]=[C:16]([N:19]3[CH2:20][CH2:21][O:22][CH2:23][CH2:24]3)[C:17]3[S:18][C:10]([CH2:9][N:4]4[CH2:5][CH2:6][NH:7][CH:2]([CH3:1])[CH2:3]4)=[CH:11][C:12]=3[N:13]=2)[CH:33]=1.